The task is: Predict the reaction yield, written as a fraction of the theoretical maximum amount of product (1.0 means a 100% yield; for example, 0.34 means a 34% yield).. This data is from Reaction yield outcomes from USPTO patents with 853,638 reactions. (1) The catalyst is CN(C=O)C. The reactants are [C:1]([N:9]1[CH2:21][CH2:20][C:19]2[C:18]3[C:13](=[CH:14][CH:15]=[CH:16][CH:17]=3)[NH:12][C:11]=2[CH2:10]1)(=[O:8])[C:2]1[CH:7]=[CH:6][CH:5]=[CH:4][CH:3]=1.[H-].[Na+].[CH2:24]([O:31][C:32]1[CH:39]=[CH:38][C:35]([CH2:36]Cl)=[CH:34][CH:33]=1)[C:25]1[CH:30]=[CH:29][CH:28]=[CH:27][CH:26]=1.O. The yield is 0.970. The product is [C:1]([N:9]1[CH2:21][CH2:20][C:19]2[C:18]3[C:13](=[CH:14][CH:15]=[CH:16][CH:17]=3)[N:12]([CH2:36][C:35]3[CH:38]=[CH:39][C:32]([O:31][CH2:24][C:25]4[CH:30]=[CH:29][CH:28]=[CH:27][CH:26]=4)=[CH:33][CH:34]=3)[C:11]=2[CH2:10]1)(=[O:8])[C:2]1[CH:7]=[CH:6][CH:5]=[CH:4][CH:3]=1. (2) The reactants are [O:1]=[C:2]1[NH:6][C:5](=[O:7])[C:4](=[CH:8][C:9]2[CH:14]=[CH:13][C:12]([C:15]3[CH:20]=[CH:19][CH:18]=[C:17]([CH2:21][N:22]([CH3:31])[C:23](=[O:30])[CH2:24][CH2:25][CH2:26][CH2:27][CH2:28][CH3:29])[CH:16]=3)=[CH:11][CH:10]=2)[S:3]1. The catalyst is O1CCOCC1. The product is [O:1]=[C:2]1[NH:6][C:5](=[O:7])[CH:4]([CH2:8][C:9]2[CH:14]=[CH:13][C:12]([C:15]3[CH:20]=[CH:19][CH:18]=[C:17]([CH2:21][N:22]([CH3:31])[C:23](=[O:30])[CH2:24][CH2:25][CH2:26][CH2:27][CH2:28][CH3:29])[CH:16]=3)=[CH:11][CH:10]=2)[S:3]1. The yield is 0.660.